Dataset: Forward reaction prediction with 1.9M reactions from USPTO patents (1976-2016). Task: Predict the product of the given reaction. (1) Given the reactants [F:1][C:2]([F:37])([F:36])[C:3]1[CH:4]=[C:5]([CH:29]=[C:30]([C:32]([F:35])([F:34])[F:33])[CH:31]=1)[CH2:6][N:7]([C:10]1[C:19]2[C:14](=[CH:15][CH:16]=[CH:17][CH:18]=2)[N:13]=[C:12]([N:20]([CH2:23][CH:24]2[CH2:28][CH2:27][CH2:26][CH2:25]2)[CH2:21][CH3:22])[CH:11]=1)[C:8]#[N:9].[N-:38]=[N+:39]=[N-:40].[Na+].O.Cl.[C:44](OCC)(=O)C, predict the reaction product. The product is: [F:35][C:32]([F:34])([F:33])[C:30]1[CH:29]=[C:5]([CH:4]=[C:3]([C:2]([F:1])([F:37])[F:36])[CH:31]=1)[CH2:6][N:7]([CH2:10][C:11]1[C:12]([N:20]([CH2:23][CH:24]2[CH2:28][CH2:27][CH2:26][CH2:25]2)[CH2:21][CH3:22])=[N:13][C:14]2[C:19]([CH:44]=1)=[CH:18][CH:17]=[CH:16][CH:15]=2)[C:8]1[NH:9][N:40]=[N:39][N:38]=1. (2) The product is: [CH3:53][C:52]([CH3:55])([CH3:54])[CH2:51][O:50][C:48]([N:44]1[CH2:45][CH2:46][N:41]([C:38]2[CH:39]=[CH:40][C:35]([C:32]3[CH:31]=[CH:30][C:29]([CH2:28][C:11]4[N:12]([C:14]5[CH:15]=[CH:16][C:17]([N:20]6[CH2:21][C:22](=[O:27])[NH:23][S:24]6(=[O:26])=[O:25])=[CH:18][CH:19]=5)[CH:13]=[C:9]([C:3]5[CH:4]=[CH:5][C:6]([Cl:8])=[CH:7][C:2]=5[Cl:1])[N:10]=4)=[CH:34][CH:33]=3)=[CH:36][CH:37]=2)[CH2:42][CH2:43]1)=[O:49]. Given the reactants [Cl:1][C:2]1[CH:7]=[C:6]([Cl:8])[CH:5]=[CH:4][C:3]=1[C:9]1[N:10]=[C:11]([CH2:28][C:29]2[CH:34]=[CH:33][C:32]([C:35]3[CH:40]=[CH:39][C:38]([N:41]4[CH2:46][CH2:45][NH:44][CH2:43][CH2:42]4)=[CH:37][CH:36]=3)=[CH:31][CH:30]=2)[N:12]([C:14]2[CH:19]=[CH:18][C:17]([N:20]3[S:24](=[O:26])(=[O:25])[NH:23][C:22](=[O:27])[CH2:21]3)=[CH:16][CH:15]=2)[CH:13]=1.Cl[C:48]([O:50][CH2:51][C:52]([CH3:55])([CH3:54])[CH3:53])=[O:49], predict the reaction product. (3) Given the reactants [N:1]([O-])=O.[Na+].[CH2:5]([S:7][C:8]1[CH:14]=[CH:13][C:12]([F:15])=[CH:11][C:9]=1[NH2:10])[CH3:6].[OH-].[Na+], predict the reaction product. The product is: [CH2:5]([S:7][C:8]1[CH:14]=[CH:13][C:12]([F:15])=[CH:11][C:9]=1[NH:10][NH2:1])[CH3:6]. (4) Given the reactants [CH3:1][O:2][C:3]1[CH:4]=[C:5]([C:9]2[N:13]([CH2:14][O:15][CH2:16][CH2:17][Si:18]([CH3:21])([CH3:20])[CH3:19])[CH:12]=[N:11][CH:10]=2)[CH:6]=[CH:7][CH:8]=1.[Li]CCCC.CN([CH:30]=[O:31])C, predict the reaction product. The product is: [CH3:1][O:2][C:3]1[CH:4]=[C:5]([C:9]2[N:13]([CH2:14][O:15][CH2:16][CH2:17][Si:18]([CH3:20])([CH3:19])[CH3:21])[C:12]([CH:30]=[O:31])=[N:11][CH:10]=2)[CH:6]=[CH:7][CH:8]=1. (5) Given the reactants [CH2:1]([C:3]1[S:30][C:6]2[N:7]([CH2:13][C:14]3[CH:19]=[CH:18][C:17]([C:20]4[C:21]([C:26]#[N:27])=[CH:22][CH:23]=[CH:24][CH:25]=4)=[CH:16][C:15]=3[O:28][CH3:29])[C:8](=[O:12])[NH:9][C:10](=[O:11])[C:5]=2[CH:4]=1)[CH3:2].Br[CH2:32][C:33]([C:35]1[CH:40]=[CH:39][C:38]([O:41][CH3:42])=[CH:37][CH:36]=1)=[O:34].CN(C)C=O.[H-].[Na+], predict the reaction product. The product is: [CH2:1]([C:3]1[S:30][C:6]2[N:7]([CH2:13][C:14]3[CH:19]=[CH:18][C:17]([C:20]4[C:21]([C:26]#[N:27])=[CH:22][CH:23]=[CH:24][CH:25]=4)=[CH:16][C:15]=3[O:28][CH3:29])[C:8](=[O:12])[N:9]([CH2:32][C:33]([C:35]3[CH:40]=[CH:39][C:38]([O:41][CH3:42])=[CH:37][CH:36]=3)=[O:34])[C:10](=[O:11])[C:5]=2[CH:4]=1)[CH3:2].